Dataset: CYP2C19 inhibition data for predicting drug metabolism from PubChem BioAssay. Task: Regression/Classification. Given a drug SMILES string, predict its absorption, distribution, metabolism, or excretion properties. Task type varies by dataset: regression for continuous measurements (e.g., permeability, clearance, half-life) or binary classification for categorical outcomes (e.g., BBB penetration, CYP inhibition). Dataset: cyp2c19_veith. The compound is O=C(Cc1ccc(Cl)cc1)NNC(=O)Nc1cccc2ccccc12. The result is 0 (non-inhibitor).